Dataset: NCI-60 drug combinations with 297,098 pairs across 59 cell lines. Task: Regression. Given two drug SMILES strings and cell line genomic features, predict the synergy score measuring deviation from expected non-interaction effect. (1) Drug 1: CCC1=CC2CC(C3=C(CN(C2)C1)C4=CC=CC=C4N3)(C5=C(C=C6C(=C5)C78CCN9C7C(C=CC9)(C(C(C8N6C)(C(=O)OC)O)OC(=O)C)CC)OC)C(=O)OC.C(C(C(=O)O)O)(C(=O)O)O. Drug 2: COCCOC1=C(C=C2C(=C1)C(=NC=N2)NC3=CC=CC(=C3)C#C)OCCOC.Cl. Cell line: SW-620. Synergy scores: CSS=55.5, Synergy_ZIP=1.86, Synergy_Bliss=2.32, Synergy_Loewe=-27.7, Synergy_HSA=0.896. (2) Cell line: HOP-62. Synergy scores: CSS=32.2, Synergy_ZIP=-4.97, Synergy_Bliss=4.84, Synergy_Loewe=3.70, Synergy_HSA=3.84. Drug 1: CCCS(=O)(=O)NC1=C(C(=C(C=C1)F)C(=O)C2=CNC3=C2C=C(C=N3)C4=CC=C(C=C4)Cl)F. Drug 2: C1CC(C1)(C(=O)O)C(=O)O.[NH2-].[NH2-].[Pt+2]. (3) Drug 1: C1C(C(OC1N2C=C(C(=O)NC2=O)F)CO)O. Drug 2: CC(C)NC(=O)C1=CC=C(C=C1)CNNC.Cl. Cell line: NCI-H226. Synergy scores: CSS=-2.23, Synergy_ZIP=-1.12, Synergy_Bliss=-4.53, Synergy_Loewe=-1.63, Synergy_HSA=-4.00. (4) Drug 1: CC1C(C(CC(O1)OC2CC(CC3=C2C(=C4C(=C3O)C(=O)C5=C(C4=O)C(=CC=C5)OC)O)(C(=O)CO)O)N)O.Cl. Drug 2: C1CC(=O)NC(=O)C1N2CC3=C(C2=O)C=CC=C3N. Cell line: EKVX. Synergy scores: CSS=-8.03, Synergy_ZIP=3.46, Synergy_Bliss=1.69, Synergy_Loewe=-3.21, Synergy_HSA=-2.93. (5) Drug 1: CC1=C(N=C(N=C1N)C(CC(=O)N)NCC(C(=O)N)N)C(=O)NC(C(C2=CN=CN2)OC3C(C(C(C(O3)CO)O)O)OC4C(C(C(C(O4)CO)O)OC(=O)N)O)C(=O)NC(C)C(C(C)C(=O)NC(C(C)O)C(=O)NCCC5=NC(=CS5)C6=NC(=CS6)C(=O)NCCC[S+](C)C)O. Drug 2: CC1=C(C(=O)C2=C(C1=O)N3CC4C(C3(C2COC(=O)N)OC)N4)N. Cell line: RPMI-8226. Synergy scores: CSS=17.8, Synergy_ZIP=-6.80, Synergy_Bliss=-3.09, Synergy_Loewe=-26.5, Synergy_HSA=-6.46. (6) Drug 2: C(CCl)NC(=O)N(CCCl)N=O. Synergy scores: CSS=-1.04, Synergy_ZIP=3.16, Synergy_Bliss=6.77, Synergy_Loewe=-3.07, Synergy_HSA=-0.953. Drug 1: COC1=C2C(=CC3=C1OC=C3)C=CC(=O)O2. Cell line: SK-MEL-28. (7) Drug 1: C1=C(C(=O)NC(=O)N1)N(CCCl)CCCl. Drug 2: CCN(CC)CCNC(=O)C1=C(NC(=C1C)C=C2C3=C(C=CC(=C3)F)NC2=O)C. Cell line: LOX IMVI. Synergy scores: CSS=39.1, Synergy_ZIP=-3.14, Synergy_Bliss=-0.167, Synergy_Loewe=1.01, Synergy_HSA=1.76. (8) Drug 1: CC1=C(N=C(N=C1N)C(CC(=O)N)NCC(C(=O)N)N)C(=O)NC(C(C2=CN=CN2)OC3C(C(C(C(O3)CO)O)O)OC4C(C(C(C(O4)CO)O)OC(=O)N)O)C(=O)NC(C)C(C(C)C(=O)NC(C(C)O)C(=O)NCCC5=NC(=CS5)C6=NC(=CS6)C(=O)NCCC[S+](C)C)O. Drug 2: C1=CC=C(C(=C1)C(C2=CC=C(C=C2)Cl)C(Cl)Cl)Cl. Cell line: EKVX. Synergy scores: CSS=-13.1, Synergy_ZIP=15.5, Synergy_Bliss=19.4, Synergy_Loewe=-10.8, Synergy_HSA=-1.70. (9) Drug 1: CC1OCC2C(O1)C(C(C(O2)OC3C4COC(=O)C4C(C5=CC6=C(C=C35)OCO6)C7=CC(=C(C(=C7)OC)O)OC)O)O. Drug 2: C1=NC2=C(N1)C(=S)N=CN2. Cell line: CAKI-1. Synergy scores: CSS=43.9, Synergy_ZIP=-11.3, Synergy_Bliss=-17.8, Synergy_Loewe=-17.4, Synergy_HSA=-13.0.